Dataset: Catalyst prediction with 721,799 reactions and 888 catalyst types from USPTO. Task: Predict which catalyst facilitates the given reaction. (1) Product: [C:1]([O:5][C:6]([N:8]1[CH2:12][CH2:11][CH2:10][C@H:9]1[CH2:13][C:14]([O:16][CH3:17])=[O:15])=[O:7])([CH3:4])([CH3:2])[CH3:3]. The catalyst class is: 125. Reactant: [C:1]([O:5][C:6]([N:8]1[CH2:12][CH2:11][CH2:10][C@H:9]1[CH2:13][C:14]([OH:16])=[O:15])=[O:7])([CH3:4])([CH3:3])[CH3:2].[C:17](#N)C.C(N(CC)C(C)C)(C)C.C[Si](C=[N+]=[N-])(C)C. (2) Reactant: [CH2:1]([O:3][C:4]([CH:6]1[N:16]([C:17]([O:19][C:20]([CH3:23])([CH3:22])[CH3:21])=[O:18])[CH2:15][C:9]2[N:10]=[CH:11][NH:12][C:13](=O)[C:8]=2[CH2:7]1)=[O:5])[CH3:2].C(OC(C1N(C(OC(C)(C)C)=O)CC2C(=O)NC=NC=2C1)=O)C.C(Cl)(Cl)(Cl)[Cl:48].C1(P(C2C=CC=CC=2)C2C=CC=CC=2)C=CC=CC=1. Product: [CH2:1]([O:3][C:4]([CH:6]1[N:16]([C:17]([O:19][C:20]([CH3:23])([CH3:22])[CH3:21])=[O:18])[CH2:15][C:9]2[N:10]=[CH:11][N:12]=[C:13]([Cl:48])[C:8]=2[CH2:7]1)=[O:5])[CH3:2]. The catalyst class is: 26.